Dataset: Full USPTO retrosynthesis dataset with 1.9M reactions from patents (1976-2016). Task: Predict the reactants needed to synthesize the given product. (1) Given the product [CH2:20]([O:22][C:23]1[CH:28]=[CH:27][CH:26]=[CH:25][C:24]=1[CH2:29][CH2:30][NH:31][C:3]1[S:4]/[C:5](=[CH:9]\[C:10]2[CH:11]=[C:12]3[C:17](=[CH:18][CH:19]=2)[N:16]=[CH:15][CH:14]=[CH:13]3)/[C:6](=[O:8])[N:7]=1)[CH3:21], predict the reactants needed to synthesize it. The reactants are: CS[C:3]1[S:4]/[C:5](=[CH:9]\[C:10]2[CH:11]=[C:12]3[C:17](=[CH:18][CH:19]=2)[N:16]=[CH:15][CH:14]=[CH:13]3)/[C:6](=[O:8])[N:7]=1.[CH2:20]([O:22][C:23]1[CH:28]=[CH:27][CH:26]=[CH:25][C:24]=1[CH2:29][CH2:30][NH2:31])[CH3:21].CCN(C(C)C)C(C)C. (2) Given the product [CH3:1][O:2][C:3]1[C:4](=[O:38])[C:5]([CH3:37])=[C:6]([CH2:12][C:13]2[CH:14]=[CH:15][C:16]([OH:33])=[C:17]([CH:32]=2)[C:18]([NH:20][C:21]2[CH:26]=[CH:25][C:24]([N:27]3[CH:31]=[CH:30][N:29]=[CH:28]3)=[CH:23][CH:22]=2)=[O:19])[C:7](=[O:11])[C:8]=1[O:9][CH3:10], predict the reactants needed to synthesize it. The reactants are: [CH3:1][O:2][C:3]1[C:4](=[O:38])[C:5]([CH3:37])=[C:6]([CH2:12][C:13]2[CH:14]=[CH:15][C:16]([O:33]C(=O)C)=[C:17]([CH:32]=2)[C:18]([NH:20][C:21]2[CH:26]=[CH:25][C:24]([N:27]3[CH:31]=[CH:30][N:29]=[CH:28]3)=[CH:23][CH:22]=2)=[O:19])[C:7](=[O:11])[C:8]=1[O:9][CH3:10].C(=O)([O-])O.[Na+]. (3) Given the product [C:1]([O:10][CH2:20][CH2:19][CH2:18][CH2:17][CH2:16][CH2:15][CH2:14][CH2:13][CH:12]=[CH2:11])(=[O:9])[CH2:2][CH2:3][CH2:4][CH2:5][CH2:6][CH:7]=[CH2:8], predict the reactants needed to synthesize it. The reactants are: [C:1]([OH:10])(=[O:9])[CH2:2][CH2:3][CH2:4][CH2:5][CH2:6][CH:7]=[CH2:8].[CH2:11](O)[CH2:12][CH2:13][CH2:14][CH2:15][CH2:16][CH2:17][CH2:18][CH:19]=[CH2:20]. (4) The reactants are: [OH:1][C:2]1[CH:3]=[C:4]([CH:9]=[CH:10][C:11]=1[C:12]#[C:13][Si](C)(C)C)[C:5]([O:7]C)=[O:6].C.CO.[OH-].[Na+]. Given the product [O:1]1[C:2]2[CH:3]=[C:4]([C:5]([OH:7])=[O:6])[CH:9]=[CH:10][C:11]=2[CH:12]=[CH:13]1, predict the reactants needed to synthesize it. (5) Given the product [C:1]([C:5]1[CH:12]=[CH:11][C:8]([CH2:9][NH:13][CH2:14][CH:15]([C:17]2[CH:22]=[CH:21][C:20]([Cl:23])=[CH:19][CH:18]=2)[OH:16])=[CH:7][CH:6]=1)([CH3:4])([CH3:3])[CH3:2], predict the reactants needed to synthesize it. The reactants are: [C:1]([C:5]1[CH:12]=[CH:11][C:8]([CH:9]=O)=[CH:7][CH:6]=1)([CH3:4])([CH3:3])[CH3:2].[NH2:13][CH2:14][CH:15]([C:17]1[CH:22]=[CH:21][C:20]([Cl:23])=[CH:19][CH:18]=1)[OH:16].[BH4-].[Na+]. (6) Given the product [CH3:1][N:2]1[CH2:7][CH2:6][N:5]([CH3:8])[CH2:4][CH:3]1[CH2:9][O:10][C:11]1[CH:16]=[CH:15][C:14]([CH3:17])=[CH:13][C:12]=1[NH2:18], predict the reactants needed to synthesize it. The reactants are: [CH3:1][N:2]1[CH2:7][CH2:6][N:5]([CH3:8])[CH2:4][CH:3]1[CH2:9][O:10][C:11]1[CH:16]=[CH:15][C:14]([CH3:17])=[CH:13][C:12]=1[N+:18]([O-])=O.[Cl-].[NH4+].